Dataset: Full USPTO retrosynthesis dataset with 1.9M reactions from patents (1976-2016). Task: Predict the reactants needed to synthesize the given product. Given the product [C:37]([O:36][C:34](=[O:35])[NH:33][CH:30]1[CH2:31][CH2:32][N:27]([CH2:26][CH2:25][N:9]2[C:10]3[C:5](=[CH:4][CH:3]=[C:2]([Cl:1])[N:11]=3)[CH:6]=[CH:7][C:8]2=[O:12])[CH2:28][CH2:29]1)([CH3:40])([CH3:39])[CH3:38], predict the reactants needed to synthesize it. The reactants are: [Cl:1][C:2]1[N:11]=[C:10]2[C:5]([CH:6]=[CH:7][C:8](=[O:12])[NH:9]2)=[CH:4][CH:3]=1.CN(C=O)C.[H-].[Na+].CS(O[CH2:25][CH2:26][N:27]1[CH2:32][CH2:31][CH:30]([NH:33][C:34]([O:36][C:37]([CH3:40])([CH3:39])[CH3:38])=[O:35])[CH2:29][CH2:28]1)(=O)=O.